The task is: Regression. Given a peptide amino acid sequence and an MHC pseudo amino acid sequence, predict their binding affinity value. This is MHC class II binding data.. This data is from Peptide-MHC class II binding affinity with 134,281 pairs from IEDB. (1) The peptide sequence is ILGAAVNGKKSAHGS. The MHC is DRB3_0202 with pseudo-sequence DRB3_0202. The binding affinity (normalized) is 0. (2) The peptide sequence is VKNVIGPFMKAVCVE. The MHC is DRB1_0701 with pseudo-sequence DRB1_0701. The binding affinity (normalized) is 0.441. (3) The MHC is HLA-DQA10501-DQB10301 with pseudo-sequence HLA-DQA10501-DQB10301. The peptide sequence is IRDKVQKEYALFYKLDVV. The binding affinity (normalized) is 0.141. (4) The peptide sequence is LADKRPTAWFLPSIR. The MHC is HLA-DQA10201-DQB10303 with pseudo-sequence HLA-DQA10201-DQB10303. The binding affinity (normalized) is 0.316. (5) The MHC is DRB1_1201 with pseudo-sequence DRB1_1201. The binding affinity (normalized) is 0. The peptide sequence is VIPANWKPDTVYTSK. (6) The peptide sequence is HHMVKISGGPHI. The MHC is DRB1_1101 with pseudo-sequence DRB1_1101. The binding affinity (normalized) is 0.393. (7) The peptide sequence is FTQTMKGVERLAVMG. The MHC is HLA-DQA10303-DQB10402 with pseudo-sequence HLA-DQA10303-DQB10402. The binding affinity (normalized) is 0.290. (8) The peptide sequence is AFILDGDNLFPKV. The MHC is HLA-DPA10201-DPB10101 with pseudo-sequence HLA-DPA10201-DPB10101. The binding affinity (normalized) is 0.370. (9) The peptide sequence is EVDQTKIQYVIRAQL. The MHC is DRB1_1101 with pseudo-sequence DRB1_1101. The binding affinity (normalized) is 0.513.